Dataset: Forward reaction prediction with 1.9M reactions from USPTO patents (1976-2016). Task: Predict the product of the given reaction. (1) Given the reactants [CH3:1][NH2:2].C1COCC1.[C:8]([O:12][C:13](=[O:26])[NH:14][C:15]([C:19]1[CH:24]=[CH:23][CH:22]=[C:21]([Br:25])[CH:20]=1)([CH3:18])[CH:16]=O)([CH3:11])([CH3:10])[CH3:9].C(O[BH-](OC(=O)C)OC(=O)C)(=O)C.[Na+].C([O-])(O)=O.[Na+], predict the reaction product. The product is: [C:8]([O:12][C:13](=[O:26])[NH:14][C:15]([C:19]1[CH:24]=[CH:23][CH:22]=[C:21]([Br:25])[CH:20]=1)([CH3:18])[CH2:16][NH:2][CH3:1])([CH3:11])([CH3:10])[CH3:9]. (2) The product is: [ClH:1].[Cl:13][C:14]1[CH:19]=[C:18]([C:3]2[CH:4]=[C:5]([Cl:9])[CH:6]=[C:7]([Cl:8])[C:2]=2[Cl:1])[N:17]=[C:16]([NH2:21])[N:15]=1. Given the reactants [Cl:1][C:2]1[C:7]([Cl:8])=[CH:6][C:5]([Cl:9])=[CH:4][C:3]=1B(O)O.[Cl:13][C:14]1[CH:19]=[C:18](Cl)[N:17]=[C:16]([NH2:21])[N:15]=1.C(=O)([O-])[O-].[Na+].[Na+].C1(P(C2C=CC=CC=2)C2C=CC=CC=2)C=CC=CC=1, predict the reaction product.